This data is from Forward reaction prediction with 1.9M reactions from USPTO patents (1976-2016). The task is: Predict the product of the given reaction. (1) Given the reactants NC1C=C(C=CC=1)CNC(=O)OC(C)(C)C.[CH3:17][NH:18][C:19]1[CH:20]=[C:21]([CH:31]=[CH:32][CH:33]=1)[CH2:22][NH:23]C(=O)OC(C)(C)C.C=O.C([BH3-])#N.[Na+], predict the reaction product. The product is: [NH2:23][CH2:22][C:21]1[CH:20]=[C:19]([CH:33]=[CH:32][CH:31]=1)[NH:18][CH3:17]. (2) Given the reactants [Br:1][C:2]1[C:3]([Cl:15])=[N:4][C:5]([CH2:13]Br)=[C:6]([CH:12]=1)[C:7]([O:9][CH2:10][CH3:11])=[O:8].C[O:17][C:18]1[CH2:22][CH2:21][CH2:20][N:19]=1.O, predict the reaction product. The product is: [Br:1][C:2]1[C:3]([Cl:15])=[N:4][C:5]([CH2:13][N:19]2[CH2:20][CH2:21][CH2:22][C:18]2=[O:17])=[C:6]([CH:12]=1)[C:7]([O:9][CH2:10][CH3:11])=[O:8].